From a dataset of Reaction yield outcomes from USPTO patents with 853,638 reactions. Predict the reaction yield, written as a fraction of the theoretical maximum amount of product (1.0 means a 100% yield; for example, 0.34 means a 34% yield). (1) The reactants are Br[C:2]1[CH:3]=[C:4]([N:10]2[C:14]3=[N:15][CH:16]=[CH:17][CH:18]=[C:13]3[C:12]([C:19]([O:21][CH3:22])=[O:20])=[N:11]2)[CH:5]=[C:6]([C:8]#[N:9])[CH:7]=1.[C:23]([C@:25]1([OH:32])[CH2:29][CH2:28][N:27]([CH3:30])[C:26]1=[O:31])#[CH:24]. No catalyst specified. The product is [C:8]([C:6]1[CH:5]=[C:4]([N:10]2[C:14]3=[N:15][CH:16]=[CH:17][CH:18]=[C:13]3[C:12]([C:19]([O:21][CH3:22])=[O:20])=[N:11]2)[CH:3]=[C:2]([C:24]#[C:23][C@:25]2([OH:32])[CH2:29][CH2:28][N:27]([CH3:30])[C:26]2=[O:31])[CH:7]=1)#[N:9]. The yield is 0.370. (2) The reactants are Br[CH2:2][C:3]([C:5]1[CH:10]=[CH:9][CH:8]=[CH:7][C:6]=1[N+:11]([O-:13])=[O:12])=O.[NH2:14][C:15]1[CH:20]=[CH:19][CH:18]=[CH:17][N:16]=1. The catalyst is CC(C)=O. The product is [N+:11]([C:6]1[CH:7]=[CH:8][CH:9]=[CH:10][C:5]=1[C:3]1[N:14]=[C:15]2[CH:20]=[CH:19][CH:18]=[CH:17][N:16]2[CH:2]=1)([O-:13])=[O:12]. The yield is 0.740. (3) The reactants are [NH:1]1[C:5]2=[N:6][CH:7]=[CH:8][CH:9]=[C:4]2[C:3]([C:10]([O:12][CH3:13])=[O:11])=[N:2]1.[Br:14][C:15]1[CH:16]=[C:17](B(O)O)[CH:18]=[C:19]([CH3:21])[CH:20]=1. No catalyst specified. The product is [Br:14][C:15]1[CH:16]=[C:17]([N:1]2[C:5]3=[N:6][CH:7]=[CH:8][CH:9]=[C:4]3[C:3]([C:10]([O:12][CH3:13])=[O:11])=[N:2]2)[CH:18]=[C:19]([CH3:21])[CH:20]=1. The yield is 0.570. (4) The reactants are [N+](C1C=CC(C([O:10][CH:11]2[CH2:16][CH2:15][C:14]([C:18]([O:20][CH3:21])=[O:19])([CH3:17])[CH2:13][CH2:12]2)=O)=CC=1)([O-])=O.C(=O)([O-])[O-].[K+].[K+]. The catalyst is CO.O. The product is [OH:10][CH:11]1[CH2:12][CH2:13][C:14]([CH3:17])([C:18]([O:20][CH3:21])=[O:19])[CH2:15][CH2:16]1. The yield is 0.910. (5) The reactants are [N:1]1([CH2:6][CH2:7][NH:8][C:9]2[CH:14]=[CH:13][CH:12]=[CH:11][C:10]=2[NH:15][C:16](=O)[CH2:17][N:18]([CH3:29])[CH:19]2[C:28]3[N:27]=[CH:26][CH:25]=[CH:24][C:23]=3[CH2:22][CH2:21][CH2:20]2)[CH:5]=[CH:4][N:3]=[CH:2]1.CC(C)(CN1C2C=CC=CC=2N=C1CNC(OCC1C=CC=CC=1)=O)CNC(=O)OC(C)(C)C. No catalyst specified. The product is [N:1]1([CH2:6][CH2:7][N:8]2[C:9]3[CH:14]=[CH:13][CH:12]=[CH:11][C:10]=3[N:15]=[C:16]2[CH2:17][N:18]([CH3:29])[CH:19]2[C:28]3[N:27]=[CH:26][CH:25]=[CH:24][C:23]=3[CH2:22][CH2:21][CH2:20]2)[CH:5]=[CH:4][N:3]=[CH:2]1. The yield is 0.860. (6) The reactants are [C:1]1([C:7]([O:9][CH2:10][CH2:11][O:12][C:13]([O:15]N2C(=O)CCC2=O)=O)=[O:8])[CH:6]=[CH:5][CH:4]=[CH:3][CH:2]=1.[C:23](#[N:25])[CH3:24]. The catalyst is C([O-])(O)=O.[Na+]. The product is [C:7]([O:9][CH2:10][CH2:11][O:12][C:13](=[O:15])[NH:25][CH2:23][CH2:24][C:1]([CH3:6])([CH3:2])[CH2:7][OH:8])(=[O:8])[C:1]1[CH:2]=[CH:3][CH:4]=[CH:5][CH:6]=1. The yield is 0.920. (7) The yield is 0.140. The product is [F:1][C:2]1[CH:3]=[CH:4][C:5]2[N:6]([C:10]([N:12]([CH3:14])[CH3:13])=[N:9][N:8]=2)[CH:7]=1. The catalyst is C1COCC1.CCOC(C)=O. The reactants are [F:1][C:2]1[CH:3]=[CH:4][C:5]([NH:8][NH:9][C:10]([N:12]([CH3:14])[CH3:13])=O)=[N:6][CH:7]=1.C1C=CC(P(C2C=CC=CC=2)C2C=CC=CC=2)=CC=1.CCN(CC)CC.ClC(Cl)(Cl)C(Cl)(Cl)Cl.